Dataset: NCI-60 drug combinations with 297,098 pairs across 59 cell lines. Task: Regression. Given two drug SMILES strings and cell line genomic features, predict the synergy score measuring deviation from expected non-interaction effect. (1) Drug 1: CNC(=O)C1=CC=CC=C1SC2=CC3=C(C=C2)C(=NN3)C=CC4=CC=CC=N4. Drug 2: C1CCC(C(C1)N)N.C(=O)(C(=O)[O-])[O-].[Pt+4]. Cell line: RPMI-8226. Synergy scores: CSS=44.1, Synergy_ZIP=4.53, Synergy_Bliss=8.01, Synergy_Loewe=-9.10, Synergy_HSA=4.07. (2) Drug 1: CC(C)(C#N)C1=CC(=CC(=C1)CN2C=NC=N2)C(C)(C)C#N. Drug 2: CC(C)CN1C=NC2=C1C3=CC=CC=C3N=C2N. Cell line: NCI-H322M. Synergy scores: CSS=-3.71, Synergy_ZIP=3.65, Synergy_Bliss=3.04, Synergy_Loewe=-2.92, Synergy_HSA=-2.96. (3) Drug 1: CC(C1=C(C=CC(=C1Cl)F)Cl)OC2=C(N=CC(=C2)C3=CN(N=C3)C4CCNCC4)N. Drug 2: C1=CC(=CC=C1C#N)C(C2=CC=C(C=C2)C#N)N3C=NC=N3. Cell line: SNB-19. Synergy scores: CSS=13.9, Synergy_ZIP=2.61, Synergy_Bliss=8.59, Synergy_Loewe=6.70, Synergy_HSA=8.38. (4) Drug 1: C1C(C(OC1N2C=C(C(=O)NC2=O)F)CO)O. Drug 2: CC12CCC3C(C1CCC2OP(=O)(O)O)CCC4=C3C=CC(=C4)OC(=O)N(CCCl)CCCl.[Na+]. Cell line: RPMI-8226. Synergy scores: CSS=46.6, Synergy_ZIP=-0.999, Synergy_Bliss=-0.630, Synergy_Loewe=-48.1, Synergy_HSA=1.69. (5) Drug 1: CS(=O)(=O)C1=CC(=C(C=C1)C(=O)NC2=CC(=C(C=C2)Cl)C3=CC=CC=N3)Cl. Drug 2: CC12CCC3C(C1CCC2OP(=O)(O)O)CCC4=C3C=CC(=C4)OC(=O)N(CCCl)CCCl.[Na+]. Cell line: UACC62. Synergy scores: CSS=-6.93, Synergy_ZIP=-3.55, Synergy_Bliss=-14.4, Synergy_Loewe=-17.1, Synergy_HSA=-15.1. (6) Synergy scores: CSS=6.09, Synergy_ZIP=-3.63, Synergy_Bliss=-2.90, Synergy_Loewe=-0.846, Synergy_HSA=-0.581. Cell line: LOX IMVI. Drug 2: C1CCN(CC1)CCOC2=CC=C(C=C2)C(=O)C3=C(SC4=C3C=CC(=C4)O)C5=CC=C(C=C5)O. Drug 1: C1CCC(C1)C(CC#N)N2C=C(C=N2)C3=C4C=CNC4=NC=N3. (7) Drug 1: CS(=O)(=O)OCCCCOS(=O)(=O)C. Drug 2: C1=NNC2=C1C(=O)NC=N2. Cell line: UACC-257. Synergy scores: CSS=3.19, Synergy_ZIP=-1.61, Synergy_Bliss=-2.57, Synergy_Loewe=-3.21, Synergy_HSA=-2.67. (8) Drug 1: C1C(C(OC1N2C=NC3=C(N=C(N=C32)Cl)N)CO)O. Cell line: EKVX. Drug 2: CNC(=O)C1=NC=CC(=C1)OC2=CC=C(C=C2)NC(=O)NC3=CC(=C(C=C3)Cl)C(F)(F)F. Synergy scores: CSS=6.58, Synergy_ZIP=0.0281, Synergy_Bliss=3.80, Synergy_Loewe=0.372, Synergy_HSA=1.43. (9) Cell line: SF-295. Drug 2: CC1CCCC2(C(O2)CC(NC(=O)CC(C(C(=O)C(C1O)C)(C)C)O)C(=CC3=CSC(=N3)C)C)C. Synergy scores: CSS=13.7, Synergy_ZIP=-2.33, Synergy_Bliss=3.01, Synergy_Loewe=6.18, Synergy_HSA=5.29. Drug 1: COC1=C(C=C2C(=C1)N=CN=C2NC3=CC(=C(C=C3)F)Cl)OCCCN4CCOCC4. (10) Drug 1: C1C(C(OC1N2C=C(C(=O)NC2=O)F)CO)O. Drug 2: CS(=O)(=O)CCNCC1=CC=C(O1)C2=CC3=C(C=C2)N=CN=C3NC4=CC(=C(C=C4)OCC5=CC(=CC=C5)F)Cl. Cell line: HCC-2998. Synergy scores: CSS=44.0, Synergy_ZIP=4.03, Synergy_Bliss=4.98, Synergy_Loewe=-8.52, Synergy_HSA=3.58.